This data is from Full USPTO retrosynthesis dataset with 1.9M reactions from patents (1976-2016). The task is: Predict the reactants needed to synthesize the given product. (1) Given the product [Br:1][C:2]1[CH:3]=[CH:4][C:5]([CH2:8][O:9][CH3:12])=[N:6][CH:7]=1, predict the reactants needed to synthesize it. The reactants are: [Br:1][C:2]1[CH:3]=[CH:4][C:5]([CH2:8][OH:9])=[N:6][CH:7]=1.[H-].[Na+].[CH3:12]I. (2) Given the product [CH:25]1([CH2:24][CH:17]([C:14]2[CH:13]=[CH:12][C:11]([C:10]([F:21])([F:22])[F:9])=[CH:16][CH:15]=2)[C:18]([OH:20])=[O:19])[CH2:29][CH2:28][CH2:27][CH2:26]1, predict the reactants needed to synthesize it. The reactants are: C([N-]C(C)C)(C)C.[Li+].[F:9][C:10]([F:22])([F:21])[C:11]1[CH:16]=[CH:15][C:14]([CH2:17][C:18]([OH:20])=[O:19])=[CH:13][CH:12]=1.I[CH2:24][CH:25]1[CH2:29][CH2:28][CH2:27][CH2:26]1. (3) Given the product [F:1][C:2]1[CH:3]=[C:7]([CH:8]=[CH:9][N:10]=1)[C:33]([NH:32][C:29]1[CH:28]=[CH:27][C:26]([N:19]2[C:20]([C:22]([F:25])([F:23])[F:24])=[CH:21][C:17]([C:13]3[CH:12]=[N:11][CH:16]=[CH:15][CH:14]=3)=[N:18]2)=[CH:31][N:30]=1)=[O:35], predict the reactants needed to synthesize it. The reactants are: [F:1][C:2]1[N:10]=[CH:9][CH:8]=[CH:7][C:3]=1C(O)=O.[N:11]1[CH:16]=[CH:15][CH:14]=[C:13]([C:17]2[CH:21]=[C:20]([C:22]([F:25])([F:24])[F:23])[N:19]([C:26]3[CH:27]=[CH:28][C:29]([NH2:32])=[N:30][CH:31]=3)[N:18]=2)[CH:12]=1.[C:33](OCC)(=[O:35])C.